This data is from Full USPTO retrosynthesis dataset with 1.9M reactions from patents (1976-2016). The task is: Predict the reactants needed to synthesize the given product. (1) Given the product [NH:31]([C:32]([NH:1][CH2:2][CH2:3][N:4]1[C:12]2[CH:11]=[CH:10][CH:9]=[CH:8][C:7]=2[C:6]2[CH2:13][CH2:14][N:15]([C:18]([O:20][C:21]([CH3:24])([CH3:23])[CH3:22])=[O:19])[CH2:16][CH2:17][C:5]1=2)=[O:33])[C:25]1[CH:30]=[CH:29][CH:28]=[CH:27][CH:26]=1, predict the reactants needed to synthesize it. The reactants are: [NH2:1][CH2:2][CH2:3][N:4]1[C:12]2[CH:11]=[CH:10][CH:9]=[CH:8][C:7]=2[C:6]2[CH2:13][CH2:14][N:15]([C:18]([O:20][C:21]([CH3:24])([CH3:23])[CH3:22])=[O:19])[CH2:16][CH2:17][C:5]1=2.[C:25]1([N:31]=[C:32]=[O:33])[CH:30]=[CH:29][CH:28]=[CH:27][CH:26]=1. (2) The reactants are: [Cl:1][C:2]1[CH:33]=[CH:32][C:5]([C:6]2[C:11](C3C=CC4C(=CC=C(C(O)=O)C=4)N=3)=[CH:10][C:9]([C:25]([N:27]3[CH2:31][CH2:30][CH2:29][CH2:28]3)=[O:26])=[CH:8][CH:7]=2)=[CH:4][CH:3]=1.CN(C(O[N:42]1[N:50]=[N:49]C2C=CC=CC1=2)=[N+](C)C)C.F[P-](F)(F)(F)(F)F.C(O[C:61]([C:63]1[CH:64]=[C:65]2[N:71]=[C:70]([C:72]3[CH:73]=[C:74]4[C:79](=[CH:80][CH:81]=3)[N:78]=[C:77](C3C=CC=CC=3Br)[CH:76]=[CH:75]4)[N:69]([CH:89]3[CH2:94][CH2:93][CH2:92][CH2:91][CH2:90]3)[C:66]2=[N:67][CH:68]=1)=O)C.[CH3:95]C(O)=O. Given the product [Cl:1][C:2]1[CH:33]=[CH:32][C:5]([C:6]2[CH:11]=[CH:10][C:9]([C:25]([N:27]3[CH2:31][CH2:30][CH2:29][CH2:28]3)=[O:26])=[CH:8][C:7]=2[C:77]2[CH:76]=[CH:75][C:74]3[C:79](=[CH:80][CH:81]=[C:72]([C:70]4[N:69]([CH:89]5[CH2:90][CH2:91][CH2:92][CH2:93][CH2:94]5)[C:66]5[CH:95]=[CH:61][C:63]([C:68]6[NH:67][N:42]=[N:50][N:49]=6)=[CH:64][C:65]=5[N:71]=4)[CH:73]=3)[N:78]=2)=[CH:4][CH:3]=1, predict the reactants needed to synthesize it. (3) Given the product [CH:18]1([S:21]([N:24]2[CH2:25][CH2:26][C:27]3([C:31](=[O:32])[N:30]([C:33]4[CH:34]=[CH:35][C:36]([C:39]([OH:44])([CH3:1])[C:40]([F:43])([F:41])[F:42])=[CH:37][CH:38]=4)[CH2:29][CH2:28]3)[CH2:45][CH2:46]2)(=[O:22])=[O:23])[CH2:20][CH2:19]1, predict the reactants needed to synthesize it. The reactants are: [CH:1]1(S(N2CCC3(C(=O)NCC3)CC2)(=O)=O)CC1.[CH:18]1([S:21]([N:24]2[CH2:46][CH2:45][C:27]3([C:31](=[O:32])[N:30]([C:33]4[CH:38]=[CH:37][C:36]([CH:39]([OH:44])[C:40]([F:43])([F:42])[F:41])=[CH:35][CH:34]=4)[CH2:29][CH2:28]3)[CH2:26][CH2:25]2)(=[O:23])=[O:22])[CH2:20][CH2:19]1. (4) The reactants are: [CH3:1][C:2]1[C:3]([C:11]2[S:15][C:14]([C:16]([OH:18])=O)=[CH:13][CH:12]=2)=[N:4][O:5][C:6]=1[C:7]([F:10])([F:9])[F:8].Cl.[OH:20][C@@H:21]1[CH2:26][CH2:25][CH2:24][NH:23][CH2:22]1.C1COCC1.N1CCCCC1. Given the product [OH:20][C@@H:21]1[CH2:26][CH2:25][CH2:24][N:23]([C:16]([C:14]2[S:15][C:11]([C:3]3[C:2]([CH3:1])=[C:6]([C:7]([F:8])([F:9])[F:10])[O:5][N:4]=3)=[CH:12][CH:13]=2)=[O:18])[CH2:22]1, predict the reactants needed to synthesize it. (5) Given the product [C:17]([C:21]1[CH:26]=[CH:25][C:24]([S:27]([NH:1][C:2]2[CH:7]=[CH:6][C:5]([Cl:8])=[CH:4][C:3]=2[C:9]([C:11]2[N:12]=[N:13][N:14]([CH3:16])[CH:15]=2)=[O:10])(=[O:29])=[O:28])=[CH:23][CH:22]=1)([CH3:20])([CH3:18])[CH3:19], predict the reactants needed to synthesize it. The reactants are: [NH2:1][C:2]1[CH:7]=[CH:6][C:5]([Cl:8])=[CH:4][C:3]=1[C:9]([C:11]1[N:12]=[N:13][N:14]([CH3:16])[CH:15]=1)=[O:10].[C:17]([C:21]1[CH:26]=[CH:25][C:24]([S:27](Cl)(=[O:29])=[O:28])=[CH:23][CH:22]=1)([CH3:20])([CH3:19])[CH3:18]. (6) Given the product [O:16]=[S:6]1(=[O:15])[C:7]2[CH:13]=[C:12]([O:14][C:23]3[CH:24]=[CH:25][C:20]([CH2:19][C:17]#[N:18])=[CH:21][CH:22]=3)[CH:11]=[CH:10][C:8]=2[N:9]2[CH2:1][CH2:2][CH2:3][CH:4]2[NH:5]1, predict the reactants needed to synthesize it. The reactants are: [CH2:1]1[N:9]2[CH:4]([NH:5][S:6](=[O:16])(=[O:15])[C:7]3[CH:13]=[C:12]([OH:14])[CH:11]=[CH:10][C:8]=32)[CH2:3][CH2:2]1.[C:17]([CH2:19][C:20]1[CH:25]=[CH:24][C:23](B(O)O)=[CH:22][CH:21]=1)#[N:18].N1C=CC=CC=1. (7) Given the product [CH:2]1([O:7][C:8]2[C:13]([O:14][CH:15]([F:16])[F:17])=[CH:12][N:11]=[C:10]([CH2:38][OH:40])[CH:9]=2)[CH2:3][CH2:4][CH2:5][CH2:6]1, predict the reactants needed to synthesize it. The reactants are: O.[CH:2]1([O:7][C:8]2[C:13]([O:14][CH:15]([F:17])[F:16])=[CH:12][N:11]=[C:10](OC(C3C=CC=CC=3)(C3C=CC=CC=3)C3C=CC=CC=3)[CH:9]=2)[CH2:6][CH2:5][CH2:4][CH2:3]1.[C:38](O)(=[O:40])C. (8) Given the product [C:1]([C:3]1[CH:4]=[C:5]([CH:10]=[CH:11][C:12]=1[O:13][CH3:14])[C:6]([OH:8])=[O:7])#[N:2], predict the reactants needed to synthesize it. The reactants are: [C:1]([C:3]1[CH:4]=[C:5]([CH:10]=[CH:11][C:12]=1[O:13][CH3:14])[C:6]([O:8]C)=[O:7])#[N:2].O.[OH-].[Li+]. (9) Given the product [C:4]([O:3][C:1]([N:8]1[CH2:15][CH2:14][CH2:13][C@H:9]1[C:10]([F:18])=[O:11])=[O:2])([CH3:7])([CH3:6])[CH3:5], predict the reactants needed to synthesize it. The reactants are: [C:1]([N:8]1[CH2:15][CH2:14][CH2:13][C@H:9]1[C:10](O)=[O:11])([O:3][C:4]([CH3:7])([CH3:6])[CH3:5])=[O:2].N1C(F)=NC(F)=NC=1[F:18].N1C=CC=CC=1.